Dataset: Full USPTO retrosynthesis dataset with 1.9M reactions from patents (1976-2016). Task: Predict the reactants needed to synthesize the given product. (1) Given the product [Cl:16][C:12]1[CH:11]=[C:10]([C:8]2[S:7][N:6]=[C:5]([O:21][CH2:17][C:18]#[C:19][CH3:20])[N:9]=2)[CH:15]=[CH:14][CH:13]=1, predict the reactants needed to synthesize it. The reactants are: CS([C:5]1[N:9]=[C:8]([C:10]2[CH:15]=[CH:14][CH:13]=[C:12]([Cl:16])[CH:11]=2)[S:7][N:6]=1)(=O)=O.[CH2:17]([OH:21])[C:18]#[C:19][CH3:20].[H-].[Na+].[Cl-].[Na+]. (2) Given the product [Cl:31][C:32]1[C:33]([O:57][CH3:58])=[CH:34][C:35]2[N:41]=[C:40]3[NH:42][NH:43][C:44]([CH3:45])=[C:39]3[N:38]=[C:37]([C:49]3[CH:54]=[CH:53][CH:52]=[CH:51][C:50]=3[Cl:55])[C:36]=2[CH:56]=1, predict the reactants needed to synthesize it. The reactants are: NC1C=C(OC)C(Cl)=CC=1C(C1C=CC=CC=1Cl)=O.NC1C(C)=NN(CC=C)C=1Cl.[Cl:31][C:32]1[C:33]([O:57][CH3:58])=[CH:34][C:35]2[N:41]=[C:40]3[N:42](CC=C)[NH:43][C:44]([CH3:45])=[C:39]3[N:38]=[C:37]([C:49]3[CH:54]=[CH:53][CH:52]=[CH:51][C:50]=3[Cl:55])[C:36]=2[CH:56]=1.[H-].C([Al+]CC(C)C)C(C)C. (3) Given the product [CH3:16][C:17]([O:20][C:21]([N:23]1[CH:31]=[N:30][C:29]2[C:24]1=[N:25][CH:26]=[N:27][C:28]=2[N:32]1[CH2:37][CH2:36][C:35]2([C:41]3=[N:42][C:43]4[C:48]([O:49][S:3]([C:2]([F:15])([F:14])[F:1])(=[O:5])=[O:4])=[CH:47][CH:46]=[CH:45][C:44]=4[N:40]3[C:39](=[O:57])[N:38]2[C:58]([O:60][C:67]([CH3:69])([CH3:70])[CH3:68])=[O:59])[CH2:34][CH2:33]1)=[O:22])([CH3:19])[CH3:18], predict the reactants needed to synthesize it. The reactants are: [F:1][C:2]([F:15])([F:14])[S:3](O[S:3]([C:2]([F:15])([F:14])[F:1])(=[O:5])=[O:4])(=[O:5])=[O:4].[CH3:16][C:17]([O:20][C:21]([N:23]1[CH:31]=[N:30][C:29]2[C:24]1=[N:25][CH:26]=[N:27][C:28]=2[N:32]1[CH2:37][CH2:36][C:35]2([C:41]3=[N:42][C:43]4[C:48]([O:49]CC5C=CC=CC=5)=[CH:47][CH:46]=[CH:45][C:44]=4[N:40]3[C:39](=[O:57])[N:38]2[C:58]([O-:60])=[O:59])[CH2:34][CH2:33]1)=[O:22])([CH3:19])[CH3:18].C(N([CH:67]([CH3:69])[CH3:68])C(C)C)C.[CH2:70](Cl)Cl. (4) Given the product [NH2:1][C:2]1[C:7]([Cl:17])=[N:6][C:5]([CH:8]([C:9]([F:10])([F:11])[F:12])[C:13]([F:16])([F:14])[F:15])=[CH:4][CH:3]=1, predict the reactants needed to synthesize it. The reactants are: [NH2:1][C:2]1[CH:3]=[CH:4][C:5]([CH:8]([C:13]([F:16])([F:15])[F:14])[C:9]([F:12])([F:11])[F:10])=[N:6][CH:7]=1.[Cl:17]N1C(=O)CCC1=O. (5) The reactants are: N1C=CC=CC=1.[NH4+].[Cl-].C[C@H]1CN[C@:13]2(O[C@H:16]3[CH2:18][C@H:19]4[C@@H:24]5[CH2:25][CH:26]=[C:27]6[CH2:32][C@@H:31](O)[CH2:30][CH2:29][C@:28]6([CH3:34])[C@H:23]5[CH2:22][CH2:21][C@:20]4([CH3:35])[C@H:15]3[C@@H:14]2C)CC1.[Na+].[Cl-].[CH3:41][C:42]([O-:44])=[O:43].[Na+].[OH2:46]. Given the product [CH3:13][C:14]([C:15]1[C@@:20]2([CH3:35])[CH2:21][CH2:22][C@@H:23]3[C@@:28]4([CH3:34])[CH2:29][CH2:30][C@H:31]([O:43][C:42]([CH3:41])=[O:44])[CH2:32][C:27]4=[CH:26][CH2:25][C@H:24]3[C@@H:19]2[CH2:18][CH:16]=1)=[O:46], predict the reactants needed to synthesize it. (6) Given the product [CH:77]1([S:74]([NH:73][C:71]([C@@:66]2([NH:65][C:42]([C@@H:37]3[CH2:38][C@@H:39]([OH:41])[CH2:40][N:36]3[C:34](=[O:35])[C@@H:33]([NH:32][C:30](=[O:31])[O:29][C:25]([CH3:26])([CH3:28])[CH3:27])[C@H:45]([CH3:53])[CH2:46][CH:47]([CH3:52])[CH2:48][CH2:49][CH:50]=[CH2:51])=[O:43])[CH2:68][C@H:67]2[CH:69]=[CH2:70])=[O:72])(=[O:76])=[O:75])[CH2:79][CH2:78]1, predict the reactants needed to synthesize it. The reactants are: CN(C(ON1N=NC2C=CC=NC1=2)=[N+](C)C)C.F[P-](F)(F)(F)(F)F.[C:25]([O:29][C:30]([NH:32][C@@H:33]([C@H:45]([CH3:53])[CH2:46][CH:47]([CH3:52])[CH2:48][CH2:49][CH:50]=[CH2:51])[C:34]([N:36]1[CH2:40][C@H:39]([OH:41])[CH2:38][C@H:37]1[C:42](O)=[O:43])=[O:35])=[O:31])([CH3:28])([CH3:27])[CH3:26].C1(C)C=CC(S(O)(=O)=O)=CC=1.[NH2:65][C@:66]1([C:71]([NH:73][S:74]([CH:77]2[CH2:79][CH2:78]2)(=[O:76])=[O:75])=[O:72])[CH2:68][C@H:67]1[CH:69]=[CH2:70].CCN(C(C)C)C(C)C. (7) Given the product [CH2:5]([CH:3]1[CH2:19][C:11](=[O:16])[NH:24][C:20]([CH3:21])=[C:2]1[C:1]([O:7][CH2:8][CH3:9])=[O:6])[CH:26]([CH3:30])[CH3:25], predict the reactants needed to synthesize it. The reactants are: [C:1]([O:7][CH2:8][CH3:9])(=[O:6])[CH2:2][C:3]([CH3:5])=O.C[C:11]1([CH3:19])[O:16]C(=O)CC(=O)O1.[C:20]([O-])(=O)[CH3:21].[NH4+:24].[CH3:25][CH:26]([CH3:30])CC=O. (8) Given the product [F:19][C:3]1[C:2]([C:21]#[C:20][C:22]2([OH:27])[CH2:26][CH2:25][CH2:24][CH2:23]2)=[CH:7][C:6]2[C:8]3[N:9]=[C:10]([C:16]([NH2:18])=[O:17])[S:11][C:12]=3[CH2:13][CH2:14][O:15][C:5]=2[CH:4]=1, predict the reactants needed to synthesize it. The reactants are: Br[C:2]1[C:3]([F:19])=[CH:4][C:5]2[O:15][CH2:14][CH2:13][C:12]3[S:11][C:10]([C:16]([NH2:18])=[O:17])=[N:9][C:8]=3[C:6]=2[CH:7]=1.[C:20]([C:22]1([OH:27])[CH2:26][CH2:25][CH2:24][CH2:23]1)#[CH:21].